Dataset: Reaction yield outcomes from USPTO patents with 853,638 reactions. Task: Predict the reaction yield, written as a fraction of the theoretical maximum amount of product (1.0 means a 100% yield; for example, 0.34 means a 34% yield). The reactants are [C:1]([O:5][C:6]([N:8]1[CH2:13][CH2:12][N:11]([C:14]2[CH:19]=[CH:18][C:17]([C:20]3[O:24][C:23]([NH:25][C:26]4[CH:27]=[N:28][CH:29]=[CH:30][CH:31]=4)=[N:22][C:21]=3[C:32]([OH:34])=O)=[CH:16][CH:15]=2)[CH2:10][CH2:9]1)=[O:7])([CH3:4])([CH3:3])[CH3:2].C[N:36](C(ON1N=NC2C=CC=NC1=2)=[N+](C)C)C.F[P-](F)(F)(F)(F)F.C(N(C(C)C)CC)(C)C.N.O1CCOCC1. The catalyst is CN(C=O)C. The product is [C:32]([C:21]1[N:22]=[C:23]([NH:25][C:26]2[CH:27]=[N:28][CH:29]=[CH:30][CH:31]=2)[O:24][C:20]=1[C:17]1[CH:16]=[CH:15][C:14]([N:11]2[CH2:12][CH2:13][N:8]([C:6]([O:5][C:1]([CH3:4])([CH3:2])[CH3:3])=[O:7])[CH2:9][CH2:10]2)=[CH:19][CH:18]=1)(=[O:34])[NH2:36]. The yield is 0.130.